From a dataset of Peptide-MHC class I binding affinity with 185,985 pairs from IEDB/IMGT. Regression. Given a peptide amino acid sequence and an MHC pseudo amino acid sequence, predict their binding affinity value. This is MHC class I binding data. (1) The peptide sequence is ETKKTMLAL. The MHC is HLA-A02:03 with pseudo-sequence HLA-A02:03. The binding affinity (normalized) is 0.0847. (2) The MHC is HLA-B58:01 with pseudo-sequence HLA-B58:01. The peptide sequence is DEKPKVMEG. The binding affinity (normalized) is 0.0847.